This data is from Full USPTO retrosynthesis dataset with 1.9M reactions from patents (1976-2016). The task is: Predict the reactants needed to synthesize the given product. (1) Given the product [NH:23]([C:47]([O:49][C:50]([CH3:53])([CH3:52])[CH3:51])=[O:48])[C@H:24]([C:40]([NH:42][CH2:43][C:44]([NH:1][C@H:2]([C:13]([NH:15][CH2:16][C:17]1[CH:22]=[CH:21][CH:20]=[CH:19][CH:18]=1)=[O:14])[CH2:3][C:4]1[C:12]2[C:7](=[CH:8][CH:9]=[CH:10][CH:11]=2)[NH:6][CH:5]=1)=[O:45])=[O:41])[CH2:25][C:26]1[CH:27]=[CH:28][C:29]([O:32][CH2:33][C:34]2[CH:39]=[CH:38][CH:37]=[CH:36][CH:35]=2)=[CH:30][CH:31]=1, predict the reactants needed to synthesize it. The reactants are: [NH2:1][C@H:2]([C:13]([NH:15][CH2:16][C:17]1[CH:22]=[CH:21][CH:20]=[CH:19][CH:18]=1)=[O:14])[CH2:3][C:4]1[C:12]2[C:7](=[CH:8][CH:9]=[CH:10][CH:11]=2)[NH:6][CH:5]=1.[NH:23]([C:47]([O:49][C:50]([CH3:53])([CH3:52])[CH3:51])=[O:48])[C@H:24]([C:40]([NH:42][CH2:43][C:44](O)=[O:45])=[O:41])[CH2:25][C:26]1[CH:31]=[CH:30][C:29]([O:32][CH2:33][C:34]2[CH:39]=[CH:38][CH:37]=[CH:36][CH:35]=2)=[CH:28][CH:27]=1.C(Cl)CCl.C1C=CC2N(O)N=NC=2C=1. (2) Given the product [NH:31]1[C:9]([NH:8][C:28]([C:26]2[CH:25]=[CH:24][CH:23]=[C:22]([C:18]3[CH:19]=[CH:20][CH:21]=[C:16]([C:13](=[O:15])[CH3:14])[CH:17]=3)[N:27]=2)=[O:30])=[N:10][N:33]=[N:32]1, predict the reactants needed to synthesize it. The reactants are: C([N:8]1C=C[N:10]=[CH:9]1)(N1C=CN=C1)=O.[C:13]([C:16]1[CH:17]=[C:18]([C:22]2[N:27]=[C:26]([C:28]([OH:30])=O)[CH:25]=[CH:24][CH:23]=2)[CH:19]=[CH:20][CH:21]=1)(=[O:15])[CH3:14].[NH2:31][N:32]1N=NC=[N:33]1. (3) Given the product [Br:16][C:17]1[CH:33]=[CH:32][C:31]([F:34])=[CH:30][C:18]=1[O:19][CH:20]1[CH2:25][CH2:24][N:23]([C:26]2[N:27]=[C:7]([C:4]3[CH:5]=[CH:6][NH:2][CH:3]=3)[O:9][N:28]=2)[CH2:22][CH2:21]1, predict the reactants needed to synthesize it. The reactants are: O.[NH:2]1[CH:6]=[CH:5][C:4]([C:7]([OH:9])=O)=[CH:3]1.C(Cl)(=O)C(Cl)=O.[Br:16][C:17]1[CH:33]=[CH:32][C:31]([F:34])=[CH:30][C:18]=1[O:19][CH:20]1[CH2:25][CH2:24][N:23]([C:26](=[N:28]O)[NH2:27])[CH2:22][CH2:21]1.C(N(CC)CC)C.[H-].[Na+]. (4) Given the product [CH:50]1([NH:55][C:30](=[O:31])[C:29]2[CH:33]=[C:34]([F:37])[C:35]([CH3:36])=[C:27]([C:10]3[C:11]4[CH:17]=[CH:16][C:15](=[O:18])[N:14]([C:19]5[C:24]([F:25])=[CH:23][CH:22]=[CH:21][C:20]=5[F:26])[C:12]=4[N:13]=[C:8]([NH:7][CH2:6][CH2:5][CH2:4][N:3]([CH2:38][CH3:39])[CH2:1][CH3:2])[N:9]=3)[CH:28]=2)[CH2:52][CH2:51]1, predict the reactants needed to synthesize it. The reactants are: [CH2:1]([N:3]([CH2:38][CH3:39])[CH2:4][CH2:5][CH2:6][NH:7][C:8]1[N:9]=[C:10]([C:27]2[CH:28]=[C:29]([CH:33]=[C:34]([F:37])[C:35]=2[CH3:36])[C:30](O)=[O:31])[C:11]2[CH:17]=[CH:16][C:15](=[O:18])[N:14]([C:19]3[C:24]([F:25])=[CH:23][CH:22]=[CH:21][C:20]=3[F:26])[C:12]=2[N:13]=1)[CH3:2].CN(C(O[N:55]1N=[N:55][C:50]2[CH:51]=[CH:52][CH:52]=[CH:51][C:50]1=2)=[N+](C)C)C.F[P-](F)(F)(F)(F)F.C(N(CC)CC)C.C1(N)CC1. (5) Given the product [NH2:7][C@H:8]([C:9]1[CH:10]=[CH:11][C:12]([O:15][CH2:16][CH2:17][N:18]2[CH2:19][CH2:20][CH2:21][CH2:22][CH2:23]2)=[CH:13][CH:14]=1)[C:24]([NH:25][C@@H:26]([C@H:27]([C:29]1[CH:34]=[CH:33][CH:32]=[CH:31][CH:30]=1)[CH3:28])[C:35]([NH:36][C:37]1[S:38][CH:39]=[C:40]([C:42](=[O:45])[CH2:43][CH3:44])[N:41]=1)=[O:46])=[O:47], predict the reactants needed to synthesize it. The reactants are: C(OC(=O)[NH:7][C@@H:8]([C:24](=[O:47])[NH:25][C@H:26]([C:35](=[O:46])[NH:36][C:37]1[S:38][CH:39]=[C:40]([C:42](=[O:45])[CH2:43][CH3:44])[N:41]=1)[C@H:27]([C:29]1[CH:34]=[CH:33][CH:32]=[CH:31][CH:30]=1)[CH3:28])[C:9]1[CH:14]=[CH:13][C:12]([O:15][CH2:16][CH2:17][N:18]2[CH2:23][CH2:22][CH2:21][CH2:20][CH2:19]2)=[CH:11][CH:10]=1)(C)(C)C. (6) Given the product [CH:27]([C:11]1[CH:10]=[CH:9][N:8]=[CH:7][C:6]=1[NH:5][C:3](=[O:4])[C:2]([CH3:13])([CH3:12])[CH3:1])=[O:28], predict the reactants needed to synthesize it. The reactants are: [CH3:1][C:2]([CH3:13])([CH3:12])[C:3]([NH:5][C:6]1[CH:7]=[N:8][CH:9]=[CH:10][CH:11]=1)=[O:4].C([Li])CCC.CCCCCC.CN(C)[CH:27]=[O:28].Cl.